From a dataset of Catalyst prediction with 721,799 reactions and 888 catalyst types from USPTO. Predict which catalyst facilitates the given reaction. (1) Reactant: CS(O[CH2:6][C@H:7]1[O:12][CH2:11][C@@H:10]([CH3:13])[N:9]([C:14]2[CH:19]=[C:18]([Cl:20])[N:17]=[C:16]([NH:21][CH3:22])[N:15]=2)[CH2:8]1)(=O)=O.[CH3:23][NH:24][CH3:25].C([O-])(O)=O.[Na+]. Product: [Cl:20][C:18]1[CH:19]=[C:14]([N:9]2[C@H:10]([CH3:13])[CH2:11][O:12][C@H:7]([CH2:6][N:24]([CH3:25])[CH3:23])[CH2:8]2)[N:15]=[C:16]([NH:21][CH3:22])[N:17]=1. The catalyst class is: 6. (2) Reactant: [Si]([O:8][CH2:9][C@@H:10]([CH3:24])[CH2:11][N:12]1[C:17]2[CH:18]=[C:19]([CH3:22])[CH:20]=[CH:21][C:16]=2[O:15][CH2:14][C:13]1=[O:23])(C(C)(C)C)(C)C.CCCC[N+](CCCC)(CCCC)CCCC.[F-]. Product: [OH:8][CH2:9][C@@H:10]([CH3:24])[CH2:11][N:12]1[C:17]2[CH:18]=[C:19]([CH3:22])[CH:20]=[CH:21][C:16]=2[O:15][CH2:14][C:13]1=[O:23]. The catalyst class is: 1. (3) Reactant: [OH:1][C:2]1[CH:10]=[C:9]([O:11][CH3:12])[CH:8]=[CH:7][C:3]=1[C:4]([OH:6])=O.[C:13]([NH2:22])(=O)[C:14]1[C:15](=[CH:17][CH:18]=[CH:19][CH:20]=1)[OH:16].N1C=CC=CC=1.S(Cl)(Cl)=O. Product: [OH:16][C:15]1[CH:17]=[CH:18][CH:19]=[CH:20][C:14]=1[C:13]1[O:1][C:2]2[CH:10]=[C:9]([O:11][CH3:12])[CH:8]=[CH:7][C:3]=2[C:4](=[O:6])[N:22]=1. The catalyst class is: 113. (4) Reactant: C(OC(=O)[NH:7][CH:8]1[CH2:12][CH2:11][N:10]([C:13]2[CH:18]=[CH:17][CH:16]=[C:15]([CH:19]([C:28]3[S:29][C:30]4[CH:36]=[CH:35][CH:34]=[CH:33][C:31]=4[N:32]=3)[O:20][CH:21]3[CH2:26][CH2:25][N:24]([CH3:27])[CH2:23][CH2:22]3)[CH:14]=2)[CH2:9]1)(C)(C)C. Product: [S:29]1[C:30]2[CH:36]=[CH:35][CH:34]=[CH:33][C:31]=2[N:32]=[C:28]1[CH:19]([O:20][CH:21]1[CH2:22][CH2:23][N:24]([CH3:27])[CH2:25][CH2:26]1)[C:15]1[CH:14]=[C:13]([N:10]2[CH2:11][CH2:12][CH:8]([NH2:7])[CH2:9]2)[CH:18]=[CH:17][CH:16]=1. The catalyst class is: 281. (5) The catalyst class is: 5. Reactant: C[C:2]1(C)[O:7][C:6]2[CH:8]=[CH:9][C:10]([O:12][C:13]3[CH:14]=[CH:15][C:16]([N+:23]([O-:25])=[O:24])=[C:17]([CH:22]=3)[C:18]([O:20][CH3:21])=[O:19])=[CH:11][C:5]=2[C:4](=[O:26])[O:3]1.C[O-].[Na+]. Product: [OH:7][C:6]1[CH:8]=[CH:9][C:10]([O:12][C:13]2[CH:14]=[CH:15][C:16]([N+:23]([O-:25])=[O:24])=[C:17]([C:18]([O:20][CH3:21])=[O:19])[CH:22]=2)=[CH:11][C:5]=1[C:4]([O:3][CH3:2])=[O:26]. (6) Reactant: [F:1][C:2]([F:37])([F:36])[C:3]1[CH:4]=[C:5]([C@H:13]([O:15][C@H:16]2[CH2:24][N:23]3[C@@H:18]([CH2:19][CH:20](C(O)=O)[CH2:21][C:22]3=[O:25])[C@@H:17]2[C:29]2[CH:34]=[CH:33][C:32]([F:35])=[CH:31][CH:30]=2)[CH3:14])[CH:6]=[C:7]([C:9]([F:12])([F:11])[F:10])[CH:8]=1.C1C=CC(P(N=[N+]=[N-])(C2C=CC=CC=2)=[O:45])=CC=1.CC[N:57]([CH2:60]C)CC.[CH2:62]([OH:65])[CH:63]=[CH2:64]. Product: [F:11][C:9]([F:12])([F:10])[C:7]1[CH:6]=[C:5]([C@H:13]([O:15][C@H:16]2[CH2:24][N:23]3[C@@H:18]([CH2:19][CH:20]([NH:57][C:60](=[O:45])[O:65][CH2:62][CH:63]=[CH2:64])[CH2:21][C:22]3=[O:25])[C@@H:17]2[C:29]2[CH:34]=[CH:33][C:32]([F:35])=[CH:31][CH:30]=2)[CH3:14])[CH:4]=[C:3]([C:2]([F:37])([F:1])[F:36])[CH:8]=1. The catalyst class is: 11. (7) Reactant: C[O:2][C:3]1[CH:20]=[CH:19][C:18]2[C:5](=[CH:6][CH:7]=[C:8]3[C:17]=2[CH:16]([C:21]2[CH:26]=[CH:25][C:24]([O:27][CH2:28][CH2:29][N:30]4[CH2:35][CH2:34][CH2:33][CH2:32][CH2:31]4)=[CH:23][CH:22]=2)[O:15][C:14]2[C:9]3=[CH:10][CH:11]=[C:12]([CH2:36][OH:37])[CH:13]=2)[CH:4]=1.[Na]. Product: [OH:37][CH2:36][C:12]1[CH:13]=[C:14]2[C:9](=[CH:10][CH:11]=1)[C:8]1[C:17](=[C:18]3[C:5](=[CH:6][CH:7]=1)[CH:4]=[C:3]([OH:2])[CH:20]=[CH:19]3)[CH:16]([C:21]1[CH:26]=[CH:25][C:24]([O:27][CH2:28][CH2:29][N:30]3[CH2:31][CH2:32][CH2:33][CH2:34][CH2:35]3)=[CH:23][CH:22]=1)[O:15]2. The catalyst class is: 3. (8) Reactant: [CH2:1]1[O:3][CH:2]1[CH2:4][OH:5].C(N(CC)CC)C.C([C:16]([F:19])([F:18])[F:17])([C:16]([F:19])([F:18])[F:17])=C(F)C(F)(F)[C:16]([F:19])([F:18])[F:17].[C:31]([C:41](=[C:43](C(F)(F)F)F)[F:42])([C:37]([F:40])([F:39])[F:38])([C:33]([F:36])([F:35])[F:34])[F:32]. Product: [F:42][C:41]([C:31]([F:32])([C:37]([F:38])([F:39])[F:40])[C:33]([F:34])([F:35])[F:36])=[CH:43][O:5][CH:4]([CH:2]1[CH2:1][O:3]1)[C:16]([F:19])([F:18])[F:17]. The catalyst class is: 10.